This data is from Forward reaction prediction with 1.9M reactions from USPTO patents (1976-2016). The task is: Predict the product of the given reaction. Given the reactants [C:1]([C:3]1[CH:4]=[C:5]2[C:10](=[CH:11][CH:12]=1)[C:9]([CH:13]1[CH2:18][CH2:17][N:16](C(OC(C)(C)C)=O)[CH2:15][CH2:14]1)=[CH:8][CH:7]=[CH:6]2)#[N:2].FC(F)(F)C(O)=O.C(=O)([O-])[O-].[K+].[K+], predict the reaction product. The product is: [NH:16]1[CH2:17][CH2:18][CH:13]([C:9]2[CH:8]=[CH:7][CH:6]=[C:5]3[C:10]=2[CH:11]=[CH:12][C:3]([C:1]#[N:2])=[CH:4]3)[CH2:14][CH2:15]1.